This data is from Forward reaction prediction with 1.9M reactions from USPTO patents (1976-2016). The task is: Predict the product of the given reaction. (1) Given the reactants [CH3:1][O:2][C:3](=[O:15])[C:4]1[CH:9]=[C:8]([C:10]([F:13])([F:12])[F:11])[CH:7]=[C:6]([SH:14])[CH:5]=1.C(N(CC)C(C)C)(C)C.Br[CH2:26][CH2:27][CH2:28][C:29]([O:31][C:32]([CH3:35])([CH3:34])[CH3:33])=[O:30].C(OCC)(=O)C, predict the reaction product. The product is: [CH3:1][O:2][C:3](=[O:15])[C:4]1[CH:9]=[C:8]([C:10]([F:12])([F:13])[F:11])[CH:7]=[C:6]([S:14][CH2:26][CH2:27][CH2:28][C:29]([O:31][C:32]([CH3:35])([CH3:34])[CH3:33])=[O:30])[CH:5]=1. (2) Given the reactants [F:1][C:2]1[CH:7]=[CH:6][C:5]([CH:8]([C:14]2[CH:19]=[CH:18][C:17]([F:20])=[CH:16][CH:15]=2)[S:9][CH2:10][C:11]([OH:13])=O)=[CH:4][CH:3]=1.[CH2:21]([NH2:24])[CH2:22][CH3:23], predict the reaction product. The product is: [F:20][C:17]1[CH:18]=[CH:19][C:14]([CH:8]([C:5]2[CH:4]=[CH:3][C:2]([F:1])=[CH:7][CH:6]=2)[S:9][CH2:10][C:11]([NH:24][CH2:21][CH2:22][CH3:23])=[O:13])=[CH:15][CH:16]=1. (3) Given the reactants [C:1]([N:5]1[CH2:10][CH2:9][NH:8][CH2:7][CH2:6]1)([CH3:4])([CH3:3])[CH3:2].O=[C:12]1[CH2:29][CH2:28][C:15]2([CH2:20][CH2:19][N:18]([C:21]([O:23][C:24]([CH3:27])([CH3:26])[CH3:25])=[O:22])[CH2:17][CH2:16]2)[CH2:14][CH2:13]1.C(N(CC)CC)C.C(O[BH-](OC(=O)C)OC(=O)C)(=O)C.[Na+].C([O-])(O)=O.[Na+], predict the reaction product. The product is: [C:1]([N:5]1[CH2:10][CH2:9][N:8]([CH:12]2[CH2:29][CH2:28][C:15]3([CH2:16][CH2:17][N:18]([C:21]([O:23][C:24]([CH3:25])([CH3:26])[CH3:27])=[O:22])[CH2:19][CH2:20]3)[CH2:14][CH2:13]2)[CH2:7][CH2:6]1)([CH3:4])([CH3:3])[CH3:2].